Dataset: Full USPTO retrosynthesis dataset with 1.9M reactions from patents (1976-2016). Task: Predict the reactants needed to synthesize the given product. (1) Given the product [CH2:1]([CH:3]1[CH2:8][CH2:7][CH2:6][CH2:5][N:4]1[C:9]1[C:10]([C:23]2[CH:24]=[CH:25][C:26]([F:29])=[CH:27][CH:28]=2)=[N:11][C:12]2[C:17]([N:18]=1)=[CH:16][C:15]([C:19]([OH:21])=[O:20])=[CH:14][CH:13]=2)[CH3:2], predict the reactants needed to synthesize it. The reactants are: [CH2:1]([CH:3]1[CH2:8][CH2:7][CH2:6][CH2:5][N:4]1[C:9]1[C:10]([C:23]2[CH:28]=[CH:27][C:26]([F:29])=[CH:25][CH:24]=2)=[N:11][C:12]2[C:17]([N:18]=1)=[CH:16][C:15]([C:19]([O:21]C)=[O:20])=[CH:14][CH:13]=2)[CH3:2].[OH-].[Na+]. (2) Given the product [CH3:1][C:2]1([CH3:16])[CH2:6][O:5][C:4](=[O:7])[N:3]1[CH2:8][C:9]1[CH:14]=[CH:13][CH:12]=[CH:11][C:10]=1[NH:15][S:26]([C:25]([F:38])([F:37])[F:24])(=[O:28])=[O:27], predict the reactants needed to synthesize it. The reactants are: [CH3:1][C:2]1([CH3:16])[CH2:6][O:5][C:4](=[O:7])[N:3]1[CH2:8][C:9]1[CH:14]=[CH:13][CH:12]=[CH:11][C:10]=1[NH2:15].C(N(CC)CC)C.[F:24][C:25]([F:38])([F:37])[S:26](O[S:26]([C:25]([F:38])([F:37])[F:24])(=[O:28])=[O:27])(=[O:28])=[O:27]. (3) Given the product [CH2:1]([N:8]1[CH2:9][C:10](=[O:12])[N:32]([CH2:31][CH2:30][C:27]2[CH:28]=[CH:29][CH:24]=[CH:25][CH:26]=2)[C:14](=[O:16])[CH2:13]1)[C:2]1[CH:3]=[CH:4][CH:5]=[CH:6][CH:7]=1, predict the reactants needed to synthesize it. The reactants are: [CH2:1]([N:8]([CH2:13][C:14]([OH:16])=O)[CH2:9][C:10]([OH:12])=O)[C:2]1[CH:7]=[CH:6][CH:5]=[CH:4][CH:3]=1.C(OC(=O)C)(=O)C.[CH:24]1[CH:29]=[CH:28][C:27]([CH2:30][CH2:31][NH2:32])=[CH:26][CH:25]=1.C(=O)([O-])[O-].[K+].[K+]. (4) Given the product [CH3:1][O:2][C:3]([C:4]1[N:17]=[C:18]([NH2:20])[S:19][C:5]=1[C:6]1[CH:11]=[CH:10][C:9]([CH3:12])=[C:8]([CH3:13])[CH:7]=1)=[O:16], predict the reactants needed to synthesize it. The reactants are: [CH3:1][O:2][C:3](=[O:16])[C:4](=O)[CH:5](Cl)[C:6]1[CH:11]=[CH:10][C:9]([CH3:12])=[C:8]([CH3:13])[CH:7]=1.[NH2:17][C:18]([NH2:20])=[S:19]. (5) Given the product [CH:12]([CH:13]1[CH2:16][N:15]([C:17]([O:19][C:20]([CH3:23])([CH3:22])[CH3:21])=[O:18])[CH2:14]1)=[O:11], predict the reactants needed to synthesize it. The reactants are: C(Cl)(=O)C(Cl)=O.CS(C)=O.[OH:11][CH2:12][CH:13]1[CH2:16][N:15]([C:17]([O:19][C:20]([CH3:23])([CH3:22])[CH3:21])=[O:18])[CH2:14]1.C(N(CC)CC)C. (6) Given the product [I-:3].[I-:1].[S:17]1[CH:18]=[CH:19][NH+:15]=[CH:16]1.[S:17]1[CH:18]=[CH:19][NH+:15]=[CH:16]1, predict the reactants needed to synthesize it. The reactants are: [I-:1].[K+].[I:3]CCCI.NC1C=CC=CC=1[N:15]1[C:19](C)=[CH:18][S:17][C:16]1=S.